This data is from Forward reaction prediction with 1.9M reactions from USPTO patents (1976-2016). The task is: Predict the product of the given reaction. (1) Given the reactants C([N:4]1[C:12]2[C:7](=[CH:8][CH:9]=[C:10]([NH:13][C:14]([C:16]3[C:17]4[CH2:18][CH2:19][N:20]([CH2:26][C:27]5[C:36]6[C:31](=[CH:32][CH:33]=[CH:34][CH:35]=6)[N:30]=[CH:29][CH:28]=5)[CH2:21][C:22]=4[CH:23]=[CH:24][CH:25]=3)=[O:15])[CH:11]=2)[C:6]([CH3:38])([CH3:37])[CH2:5]1)(=O)C.Cl, predict the reaction product. The product is: [CH3:37][C:6]1([CH3:38])[C:7]2[C:12](=[CH:11][C:10]([NH:13][C:14]([C:16]3[C:17]4[CH2:18][CH2:19][N:20]([CH2:26][C:27]5[C:36]6[C:31](=[CH:32][CH:33]=[CH:34][CH:35]=6)[N:30]=[CH:29][CH:28]=5)[CH2:21][C:22]=4[CH:23]=[CH:24][CH:25]=3)=[O:15])=[CH:9][CH:8]=2)[NH:4][CH2:5]1. (2) The product is: [CH3:11][C:1]1[CH:6]=[CH:5][CH:4]=[CH:3][C:2]=1[S:7]([F:12])(=[O:9])=[O:8]. Given the reactants [C:1]1([CH3:11])[C:2]([S:7](Cl)(=[O:9])=[O:8])=[CH:3][CH:4]=[CH:5][CH:6]=1.[F-:12].[K+].O, predict the reaction product.